This data is from Forward reaction prediction with 1.9M reactions from USPTO patents (1976-2016). The task is: Predict the product of the given reaction. Given the reactants [CH2:1]([N:8]1[CH2:17][CH2:16][C:15]2[N:14]=[C:13](Cl)[CH:12]=[CH:11][C:10]=2[CH2:9]1)[C:2]1[CH:7]=[CH:6][CH:5]=[CH:4][CH:3]=1.[N:19]1([CH2:24][CH2:25][NH2:26])[CH2:23][CH2:22][CH2:21][CH2:20]1, predict the reaction product. The product is: [CH2:1]([N:8]1[CH2:17][CH2:16][C:15]2[N:14]=[C:13]([NH:26][CH2:25][CH2:24][N:19]3[CH2:23][CH2:22][CH2:21][CH2:20]3)[CH:12]=[CH:11][C:10]=2[CH2:9]1)[C:2]1[CH:7]=[CH:6][CH:5]=[CH:4][CH:3]=1.